Predict the reactants needed to synthesize the given product. From a dataset of Retrosynthesis with 50K atom-mapped reactions and 10 reaction types from USPTO. (1) The reactants are: COc1ccccc1B(O)O.Oc1ncnc2ccc(Br)cc12. Given the product COc1ccccc1-c1ccc2ncnc(O)c2c1, predict the reactants needed to synthesize it. (2) Given the product Cc1nnc(NC(=O)C(C)C)s1, predict the reactants needed to synthesize it. The reactants are: CC(C)C(=O)OC(=O)C(C)C.Cc1nnc(N)s1. (3) Given the product CC(C)(C)OC(=O)Nc1ccsc1, predict the reactants needed to synthesize it. The reactants are: CC(C)(C)OC(=O)OC(=O)OC(C)(C)C.Nc1ccsc1.